Dataset: Full USPTO retrosynthesis dataset with 1.9M reactions from patents (1976-2016). Task: Predict the reactants needed to synthesize the given product. (1) Given the product [CH3:1][C@H:2]1[N:6]([S:34]([C:28]2[CH:33]=[CH:32][CH:31]=[CH:30][CH:29]=2)(=[O:36])=[O:35])[CH2:5][C@@H:4]([CH2:7][N:8]2[C:12]3[CH:13]=[CH:14][C:15]([C:17]4[CH:18]=[N:19][NH:20][CH:21]=4)=[CH:16][C:11]=3[N:10]=[CH:9]2)[CH2:3]1, predict the reactants needed to synthesize it. The reactants are: [CH3:1][C@H:2]1[NH:6][CH2:5][C@@H:4]([CH2:7][N:8]2[C:12]3[CH:13]=[CH:14][C:15]([C:17]4[CH:18]=[N:19][N:20](C5CCCCO5)[CH:21]=4)=[CH:16][C:11]=3[N:10]=[CH:9]2)[CH2:3]1.[C:28]1([S:34](Cl)(=[O:36])=[O:35])[CH:33]=[CH:32][CH:31]=[CH:30][CH:29]=1. (2) The reactants are: [Br:1][C:2]1[CH:7]=[CH:6][C:5]([C:8]2[O:12][N:11]=[C:10]([CH3:13])[C:9]=2[CH:14]([OH:18])[CH2:15][CH:16]=[CH2:17])=[CH:4][CH:3]=1.I[C:20]1[CH:25]=[CH:24][C:23]([O:26][C:27]2[CH:32]=[CH:31][CH:30]=[CH:29][CH:28]=2)=[CH:22][CH:21]=1. Given the product [Br:1][C:2]1[CH:3]=[CH:4][C:5]([C:8]2[O:12][N:11]=[C:10]([CH3:13])[C:9]=2[CH:14]([OH:18])[CH2:15]/[CH:16]=[CH:17]/[C:30]2[CH:31]=[CH:32][C:27]([O:26][C:23]3[CH:24]=[CH:25][CH:20]=[CH:21][CH:22]=3)=[CH:28][CH:29]=2)=[CH:6][CH:7]=1, predict the reactants needed to synthesize it. (3) Given the product [OH:13][C@@H:10]([CH2:11][CH3:12])[C@@H:9]([C:18]([OH:20])=[O:19])[NH2:8], predict the reactants needed to synthesize it. The reactants are: C(OC([NH:8][C@H:9]([C:18]([OH:20])=[O:19])[C@@H:10]([O:13]C(C)(C)C)[CH2:11][CH3:12])=O)(C)(C)C. (4) Given the product [C:15]([C:14]1[O:13][CH:12]=[N:11][C:10]=1[CH:9]=[C:8]([OH:28])[C:6]([OH:5])=[O:7])([CH3:18])([CH3:17])[CH3:16], predict the reactants needed to synthesize it. The reactants are: C([O:5][C:6]([C:8](NC(=O)OC(C)(C)C)=[CH:9][C:10]1[N:11]=[CH:12][O:13][C:14]=1[C:15]([CH3:18])([CH3:17])[CH3:16])=[O:7])(C)(C)C.Cl.[O:28]1CCOCC1.